From a dataset of Experimentally validated miRNA-target interactions with 360,000+ pairs, plus equal number of negative samples. Binary Classification. Given a miRNA mature sequence and a target amino acid sequence, predict their likelihood of interaction. (1) The miRNA is mmu-miR-15b-5p with sequence UAGCAGCACAUCAUGGUUUACA. The protein sequence of the target gene is MTCPRNVTPNSYAEPLAAPGGGERYSRSAGMYMQSGSDFNCGVMRGCGLAPSLSKRDEGSSPSLALNTYPSYLSQLDSWGDPKAAYRLEQPVGRPLSSCSYPPSVKEENVCCMYSAEKRAKSGPEAALYSHPLPESCLGEHEVPVPSYYRASPSYSALDKTPHCSGANDFEAPFEQRASLNPRAEHLESPQLGGKVSFPETPKSDSQTPSPNEIKTEQSLAGPKGSPSESEKERAKAADSSPDTSDNEAKEEIKAENTTGNWLTAKSGRKKRCPYTKHQTLELEKEFLFNMYLTRERRLE.... Result: 0 (no interaction). (2) The miRNA is mmu-miR-5101 with sequence UUUGUUUGUUUUGCUGAUGCAG. The protein sequence of the target gene is MTILFLTMVISYFGCMKAAPMKEVNVHGQGNLAYPGVRTHGTLESVNGPRAGSRGLTTTSLADTFEHVIEELLDEDQKVRPNEENHKDADLYTSRVMLSSQVPLEPPLLFLLEEYKNYLDAANMSMRVRRHSDPARRGELSVCDSISEWVTAADKKTAVDMSGGTVTVLEKVPVSKGQLKQYFYETKCNPMGYTKEGCRGIDKRHWNSQCRTTQSYVRALTMDSKKRIGWRFIRIDTSCVCTLTIKRGR. Result: 1 (interaction). (3) The miRNA is hsa-miR-4430 with sequence AGGCUGGAGUGAGCGGAG. The protein sequence of the target gene is METSASSSQPQDNSQVHRETEDVDYGETDFHKQDGKAGLFSQEQYERNKSSSSSSSSSSSSSSSSSSSSSESNDEDQQPRATGKHRRSLGAGYPHGNGSPGPGHGEPDVLKDELQLYGDAPGEVVPSGESGLRRRGSDPASGEVEASQLRRLNIKKDDEFFHFVLLCFAIGALLVCYHYYADWFMSLGVGLLTFASLETVGIYFGLVYRIHSVLQGFIPLFQKFRLTGFRKTD. Result: 1 (interaction). (4) The miRNA is mmu-miR-3099-3p with sequence UAGGCUAGAGAGAGGUUGGGGA. The protein sequence of the target gene is MPYANQPTVRITELTDENVKFIIENTDLAVANSIRRVFIAEVPIIAIDWVQIDANSSVLHDEFIAHRLGLIPLISDDIVDKLQYSRDCTCEEFCPECSVEFTLDVRCNEDQTRHVTSRDLISNSPRVIPVTSRNRDNDPNDYVEQDDILIVKLRKGQELRLRAYAKKGFGKEHAKWNPTAGVAFEYDPDNALRHTVYPKPEEWPKSEYSELDEDESQAPYDPNGKPERFYYNVESCGSLRPETIVLSALSGLKKKLSDLQTQLSHEIQSDVLTIN. Result: 0 (no interaction). (5) The miRNA is mmu-miR-30a-5p with sequence UGUAAACAUCCUCGACUGGAAG. The protein sequence of the target gene is MPRSFLVRKPSDPRRKPNYSELQDACVEFTFQQPYDQAHLLAAIPPPEVLNPAASLPTLIWDSLLVPQVRPVAWATLPLRESPKAVELTSLSDEDSGKSSQPPSPPSPAPSSFSSTSASSLEAEAFIAFPGLGQLPKQLARLSVAKDPQSRKIFNCKYCNKEYLSLGALKMHIRSHTLPCVCTTCGKAFSRPWLLQGHVRTHTGEKPFSCSHCNRAFADRSNLRAHLQTHSDVKRYQCQACARTFSRMSLLHKHQESGCSGGPR. Result: 1 (interaction). (6) The miRNA is hsa-miR-518b with sequence CAAAGCGCUCCCCUUUAGAGGU. The protein sequence of the target gene is MMKKNNSAKRGPQDGNQQPAPPEKVGWVRKFCGKGIFREIWKNRYVVLKGDQLYISEKEVKDEKNIQEVFDLSDYEKCEELRKSKSRSKKNHSKFTLAHSKQPGNTAPNLIFLAVSPEEKESWINALNSAITRAKNRILDEVTVEEDSYLAHPTRDRAKIQHSRRPPTRGHLMAVASTSTSDGMLTLDLIQEEDPSPEEPTSCAESFRVDLDKSVAQLAGSRRRADSDRIQPSADRASSLSRPWEKTDKGATYTPQAPKKLTPTEKGRCASLEEILSQRDAASARTLQLRAEEPPTPALP.... Result: 0 (no interaction). (7) The miRNA is hsa-miR-4324 with sequence CCCUGAGACCCUAACCUUAA. The protein sequence of the target gene is METTVGALGENTTDTFTDFFSALDGHEAQTGSLPFTFSYGDYDMPLDEEEDVTNSRTFFAAKIVIGMALVGIMLVCGIGNFIFITALARYKKLRNLTNLLIANLAISDFLVAIVCCPFEMDYYVVRQLSWEHGHVLCASVNYLRTVSLYVSTNALLAIAIDRYLAIVHPLRPRMKCQTAAGLIFLVWSVSILIAIPAAYFTTETVLVIVERQEKIFCGQIWPVDQQFYYRSYFLLVFGLEFVGPVVAMTLCYARVSRELWFKAVPGFQTEQIRRRLRCRRRTVLGLVCVLSAYVLCWAPF.... Result: 0 (no interaction). (8) The miRNA is mmu-miR-466k with sequence UGUGUGUGUACAUGUACAUGUGA. The protein sequence of the target gene is MPPKNKEKGKKSGAQKKKKNWGADVVAESRHRLVVLEKELLRDHLALRRDEARRAKASEDQLRQRLQGVEAELEGARSEGKAIYAEMSRQCHALQEDMQTRSKQLEEEVKGLRGQLEACQREAAAAREEAEQALGERDQALAQLRAHMADMEAKYEEILHDSLDRLLAKLRAIKQQWDGAALRLHARHKEQQRQFGLTPPGSLRPPAPSL. Result: 0 (no interaction).